From a dataset of Retrosynthesis with 50K atom-mapped reactions and 10 reaction types from USPTO. Predict the reactants needed to synthesize the given product. (1) Given the product COc1ccc(O)c(C(=O)N(C)OC)c1, predict the reactants needed to synthesize it. The reactants are: CNOC.COc1ccc(O)c(C(=O)O)c1. (2) Given the product Cc1ccc2c(NCc3ccc(NC(=O)c4ccc(C)nc4)cc3)nc(Cl)nc2c1, predict the reactants needed to synthesize it. The reactants are: Cc1ccc(C(=O)Nc2ccc(CN)cc2)cn1.Cc1ccc2c(Cl)nc(Cl)nc2c1.